This data is from Full USPTO retrosynthesis dataset with 1.9M reactions from patents (1976-2016). The task is: Predict the reactants needed to synthesize the given product. (1) Given the product [CH2:11]([O:12][SiH3:13])[CH3:10].[CH:15]1[C:14]2[C:29]3[C:28]([CH:27]=[CH:26][C:25]=2[O:34][NH:17][CH:16]=1)=[CH:33][CH:32]=[CH:31][CH:30]=3, predict the reactants needed to synthesize it. The reactants are: C=O.S([O-])([O-])(=O)=O.[Na+].[Na+].[CH3:10][CH2:11][O:12][Si:13](OCC)(OCC)[CH2:14][CH2:15][CH2:16][NH2:17].C1[C:33]2[C:28](=[CH:29][CH:30]=[CH:31][CH:32]=2)[CH:27]=[CH:26][C:25]=1[OH:34]. (2) The reactants are: [F:1][C:2]1[CH:21]=[CH:20][C:5]([O:6][C:7]2[C:8]([N+:17]([O-])=O)=[C:9]([CH:14]=[CH:15][CH:16]=2)[C:10]([O:12][CH3:13])=[O:11])=[CH:4][CH:3]=1. Given the product [NH2:17][C:8]1[C:7]([O:6][C:5]2[CH:20]=[CH:21][C:2]([F:1])=[CH:3][CH:4]=2)=[CH:16][CH:15]=[CH:14][C:9]=1[C:10]([O:12][CH3:13])=[O:11], predict the reactants needed to synthesize it. (3) Given the product [Br:1][C:2]1[CH:11]=[CH:10][C:5]2[N:6]([C:18]3[CH:17]=[CH:16][CH:15]=[C:14]([C:13]([F:24])([F:23])[F:12])[CH:19]=3)[C:7](=[O:9])[S:8][C:4]=2[CH:3]=1, predict the reactants needed to synthesize it. The reactants are: [Br:1][C:2]1[CH:11]=[CH:10][C:5]2[NH:6][C:7](=[O:9])[S:8][C:4]=2[CH:3]=1.[F:12][C:13]([F:24])([F:23])[C:14]1[CH:15]=[C:16](B(O)O)[CH:17]=[CH:18][CH:19]=1.O1CCOCC1.CCN(C(C)C)C(C)C. (4) Given the product [C:1]1([S:7]([C:10]([CH3:23])([CH3:22])[CH2:11][CH2:12][CH2:13][N:14]2[CH2:19][CH2:18][CH2:17][CH:16]([CH2:20][O:21][CH2:24][CH3:25])[CH2:15]2)(=[O:8])=[O:9])[CH:2]=[CH:3][CH:4]=[CH:5][CH:6]=1, predict the reactants needed to synthesize it. The reactants are: [C:1]1([S:7]([C:10]([CH3:23])([CH3:22])[CH2:11][CH2:12][CH2:13][N:14]2[CH2:19][CH2:18][CH2:17][CH:16]([CH2:20][OH:21])[CH2:15]2)(=[O:9])=[O:8])[CH:6]=[CH:5][CH:4]=[CH:3][CH:2]=1.[CH2:24](I)[CH3:25]. (5) Given the product [C@@H:6]1([C:24]2[C:33]3[C:28](=[CH:29][CH:30]=[CH:31][CH:32]=3)[C:27]([F:34])=[C:26]([CH2:35][C:36]3[S:37][C:38]([C:48]4[CH:47]=[CH:46][CH:45]=[C:44]([C:42]#[N:43])[CH:49]=4)=[CH:39][CH:40]=3)[CH:25]=2)[O:7][C@H:8]([CH2:19][OH:20])[C@@H:9]([OH:15])[C@H:10]([OH:11])[C@H:5]1[OH:4], predict the reactants needed to synthesize it. The reactants are: C([O:4][C@@H:5]1[C@@H:10]([O:11]C(=O)C)[C@H:9]([O:15]C(=O)C)[C@@H:8]([CH2:19][O:20]C(=O)C)[O:7][C@H:6]1[C:24]1[C:33]2[C:28](=[CH:29][CH:30]=[CH:31][CH:32]=2)[C:27]([F:34])=[C:26]([CH2:35][C:36]2[S:37][C:38](Br)=[CH:39][CH:40]=2)[CH:25]=1)(=O)C.[C:42]([C:44]1[CH:45]=[C:46](B(O)O)[CH:47]=[CH:48][CH:49]=1)#[N:43]. (6) Given the product [Br-:1].[C:11]([CH2:10][CH2:9][CH2:8][CH2:7][CH2:6][CH2:5][CH2:4][CH2:3][CH2:2][P+:20]([C:21]1[CH:22]=[CH:23][CH:24]=[CH:25][CH:26]=1)([C:27]1[CH:32]=[CH:31][CH:30]=[CH:29][CH:28]=1)[C:14]1[CH:15]=[CH:16][CH:17]=[CH:18][CH:19]=1)([OH:13])=[O:12], predict the reactants needed to synthesize it. The reactants are: [Br:1][CH2:2][CH2:3][CH2:4][CH2:5][CH2:6][CH2:7][CH2:8][CH2:9][CH2:10][C:11]([OH:13])=[O:12].[C:14]1([P:20]([C:27]2[CH:32]=[CH:31][CH:30]=[CH:29][CH:28]=2)[C:21]2[CH:26]=[CH:25][CH:24]=[CH:23][CH:22]=2)[CH:19]=[CH:18][CH:17]=[CH:16][CH:15]=1. (7) Given the product [Br:31][C:7]1[C:2]([OH:1])=[C:3]([C:14]2[NH:19][C:18]3[CH:20]=[CH:21][C:22]([NH:24][S:25]([CH3:28])(=[O:27])=[O:26])=[CH:23][C:17]=3[S:16](=[O:30])(=[O:29])[N:15]=2)[C:4](=[O:13])[N:5]([CH2:8][CH2:9][CH:10]([CH3:12])[CH3:11])[CH:6]=1, predict the reactants needed to synthesize it. The reactants are: [OH:1][C:2]1[CH:7]=[CH:6][N:5]([CH2:8][CH2:9][CH:10]([CH3:12])[CH3:11])[C:4](=[O:13])[C:3]=1[C:14]1[NH:19][C:18]2[CH:20]=[CH:21][C:22]([NH:24][S:25]([CH3:28])(=[O:27])=[O:26])=[CH:23][C:17]=2[S:16](=[O:30])(=[O:29])[N:15]=1.[Br:31]N1C(C)(C)C(=O)N(Br)C1=O.